The task is: Predict which catalyst facilitates the given reaction.. This data is from Catalyst prediction with 721,799 reactions and 888 catalyst types from USPTO. Reactant: O[Li].O.C([O:6][C:7](=[O:25])[CH2:8][CH2:9][CH2:10][CH2:11][C:12]1[CH:16]=[C:15]([C:17]2[CH:22]=[C:21]([Cl:23])[CH:20]=[CH:19][C:18]=2[OH:24])[O:14][N:13]=1)C.Cl. Product: [Cl:23][C:21]1[CH:20]=[CH:19][C:18]([OH:24])=[C:17]([C:15]2[O:14][N:13]=[C:12]([CH2:11][CH2:10][CH2:9][CH2:8][C:7]([OH:25])=[O:6])[CH:16]=2)[CH:22]=1. The catalyst class is: 127.